From a dataset of Forward reaction prediction with 1.9M reactions from USPTO patents (1976-2016). Predict the product of the given reaction. (1) Given the reactants [O:1]=[C:2]1[C:11]2[C:6](=[CH:7][CH:8]=[CH:9][CH:10]=2)[C:5](=[O:12])[CH:4]=[C:3]1[C:13]([O:15][CH3:16])=[O:14].[CH:17]([C:19]1[CH:24]=[CH:23][C:22]([O:25][CH3:26])=[CH:21][CH:20]=1)=[CH2:18].C(=O)([O-])O.[Na+], predict the reaction product. The product is: [OH:1][C:2]1[C:11]2[C:6](=[CH:7][CH:8]=[CH:9][CH:10]=2)[C:5]2[O:12][CH:17]([C:19]3[CH:24]=[CH:23][C:22]([O:25][CH3:26])=[CH:21][CH:20]=3)[CH2:18][C:4]=2[C:3]=1[C:13]([O:15][CH3:16])=[O:14]. (2) Given the reactants CC(C[C@H](CN)CC(O)=O)C.[H-].[Na+].C(=O)(OCC)OCC.[CH3:22][CH:23]([CH3:33])[CH2:24][C:25](=[O:32])[CH2:26][C:27]([O:29][CH2:30][CH3:31])=[O:28].[BH4-].[Na+], predict the reaction product. The product is: [CH3:33][CH:23]([CH3:22])[CH2:24][CH:25]([OH:32])[CH2:26][C:27]([O:29][CH2:30][CH3:31])=[O:28].